From a dataset of Catalyst prediction with 721,799 reactions and 888 catalyst types from USPTO. Predict which catalyst facilitates the given reaction. (1) Reactant: [CH3:1][O:2][C:3](=[O:36])[C:4]1[CH:9]=[C:8]([C:10]2[CH:15]=[CH:14][C:13]([F:16])=[CH:12][CH:11]=2)[C:7]([CH:17]([CH3:19])[CH3:18])=[N:6][C:5]=1[N:20]1[CH2:25][CH2:24][N:23](CC2C=CC(OC)=CC=2)[C@H:22]([CH3:35])[CH2:21]1. Product: [F:16][C:13]1[CH:14]=[CH:15][C:10]([C:8]2[C:7]([CH:17]([CH3:19])[CH3:18])=[N:6][C:5]([N:20]3[CH2:25][CH2:24][NH:23][C@H:22]([CH3:35])[CH2:21]3)=[C:4]([CH:9]=2)[C:3]([O:2][CH3:1])=[O:36])=[CH:11][CH:12]=1. The catalyst class is: 55. (2) Reactant: [CH2:1]([O:8][C:9]1[CH:10]=[C:11]2[C:16](=[CH:17][CH:18]=1)[C:15](=[O:19])[N:14]([CH2:20][CH:21]([CH3:23])[CH3:22])[C:13]([CH2:24]O)=[C:12]2[C:26]1[S:27][CH:28]=[CH:29][CH:30]=1)[C:2]1[CH:7]=[CH:6][CH:5]=[CH:4][CH:3]=1.S(Cl)([Cl:33])=O.C(=O)([O-])O.[Na+]. Product: [CH2:1]([O:8][C:9]1[CH:10]=[C:11]2[C:16](=[CH:17][CH:18]=1)[C:15](=[O:19])[N:14]([CH2:20][CH:21]([CH3:23])[CH3:22])[C:13]([CH2:24][Cl:33])=[C:12]2[C:26]1[S:27][CH:28]=[CH:29][CH:30]=1)[C:2]1[CH:7]=[CH:6][CH:5]=[CH:4][CH:3]=1. The catalyst class is: 11. (3) Reactant: O[Li].O.[C:4]([C:6]1[CH:7]=[CH:8][CH:9]=[C:10]2[C:14]=1[N:13]([CH2:15][C:16]([O:18]CC)=[O:17])[CH:12]=[CH:11]2)#[N:5]. Product: [C:4]([C:6]1[CH:7]=[CH:8][CH:9]=[C:10]2[C:14]=1[N:13]([CH2:15][C:16]([OH:18])=[O:17])[CH:12]=[CH:11]2)#[N:5]. The catalyst class is: 90.